This data is from Forward reaction prediction with 1.9M reactions from USPTO patents (1976-2016). The task is: Predict the product of the given reaction. (1) Given the reactants [NH2:1][C:2]1[N:10]=[CH:9][CH:8]=[CH:7][C:3]=1[C:4]([OH:6])=O.ON1C2C=CC=CC=2N=N1.CCN=C=NCCCN(C)C.FC(F)(F)[C:34]1[CH:48]=[CH:47][CH:46]=[CH:45][C:35]=1[O:36][C:37]1[CH:44]=[CH:43][C:40]([CH2:41][NH2:42])=[CH:39][CH:38]=1.[C:51](=O)(O)[O-:52].[Na+], predict the reaction product. The product is: [CH3:51][O:52][C:34]1[CH:48]=[CH:47][CH:46]=[CH:45][C:35]=1[O:36][C:37]1[CH:44]=[CH:43][C:40]([CH2:41][NH:42][C:4](=[O:6])[C:3]2[CH:7]=[CH:8][CH:9]=[N:10][C:2]=2[NH2:1])=[CH:39][CH:38]=1. (2) Given the reactants [Cl:1][C:2]1[CH:7]=[C:6]([Cl:8])[CH:5]=[CH:4][C:3]=1[CH2:9][C:10]([OH:12])=O.[Cl:13][C:14]1[C:19]2[N:20]=[C:21]([CH3:23])[S:22][C:18]=2[CH:17]=[CH:16][C:15]=1[NH2:24].C(N(CC)CC)C, predict the reaction product. The product is: [Cl:13][C:14]1[C:19]2[N:20]=[C:21]([CH3:23])[S:22][C:18]=2[CH:17]=[CH:16][C:15]=1[NH:24][C:10](=[O:12])[CH2:9][C:3]1[CH:4]=[CH:5][C:6]([Cl:8])=[CH:7][C:2]=1[Cl:1]. (3) Given the reactants [Br:1][C:2]1[N:7]=[C:6]([NH:8][C:9]2[CH:13]=[C:12]([CH:14]3[CH2:16][CH2:15]3)[NH:11][N:10]=2)[C:5]([C:17](OCC)=[O:18])=[CH:4][N:3]=1.[H-].[H-].[H-].[H-].[Li+].[Al+3].[O-]S([O-])(=O)=O.[Na+].[Na+].O, predict the reaction product. The product is: [Br:1][C:2]1[N:7]=[C:6]([NH:8][C:9]2[CH:13]=[C:12]([CH:14]3[CH2:15][CH2:16]3)[NH:11][N:10]=2)[C:5]([CH2:17][OH:18])=[CH:4][N:3]=1. (4) Given the reactants C[O:2][C:3](=[O:40])[CH2:4][O:5][C:6]1[CH:11]=[CH:10][C:9]([C:12]([C:17]2[CH:22]=[CH:21][C:20]([CH2:23][CH2:24][CH:25]([O:30][Si:31]([C:34]([CH3:37])([CH3:36])[CH3:35])([CH3:33])[CH3:32])[C:26]([CH3:29])([CH3:28])[CH3:27])=[C:19]([CH3:38])[CH:18]=2)([CH2:15][CH3:16])[CH2:13][CH3:14])=[CH:8][C:7]=1[CH3:39].Cl, predict the reaction product. The product is: [C:34]([Si:31]([CH3:32])([CH3:33])[O:30][CH:25]([C:26]([CH3:29])([CH3:28])[CH3:27])[CH2:24][CH2:23][C:20]1[CH:21]=[CH:22][C:17]([C:12]([C:9]2[CH:10]=[CH:11][C:6]([O:5][CH2:4][C:3]([OH:40])=[O:2])=[C:7]([CH3:39])[CH:8]=2)([CH2:13][CH3:14])[CH2:15][CH3:16])=[CH:18][C:19]=1[CH3:38])([CH3:35])([CH3:37])[CH3:36]. (5) The product is: [C:4]([C:8]1[CH:35]=[CH:34][C:11]([CH2:12][N:13]2[C:21]3[C:16](=[CH:17][C:18]([C:22]4[CH:27]=[CH:26][CH:25]=[C:24]([CH3:28])[CH:23]=4)=[CH:19][CH:20]=3)[C:15]([CH2:29][C:30]([OH:32])=[O:31])=[CH:14]2)=[CH:10][CH:9]=1)([CH3:7])([CH3:5])[CH3:6]. Given the reactants O.NN.[C:4]([C:8]1[CH:35]=[CH:34][C:11]([CH2:12][N:13]2[C:21]3[C:16](=[CH:17][C:18]([C:22]4[CH:27]=[CH:26][CH:25]=[C:24]([CH3:28])[CH:23]=4)=[CH:19][CH:20]=3)[C:15]([C:29](=O)[C:30]([OH:32])=[O:31])=[CH:14]2)=[CH:10][CH:9]=1)([CH3:7])([CH3:6])[CH3:5].C[O-].[Na+], predict the reaction product.